This data is from Reaction yield outcomes from USPTO patents with 853,638 reactions. The task is: Predict the reaction yield, written as a fraction of the theoretical maximum amount of product (1.0 means a 100% yield; for example, 0.34 means a 34% yield). (1) The reactants are [CH3:1][N:2]([CH3:17])[CH2:3][C@@H:4]1[CH2:9][CH2:8][CH2:7][CH2:6][N:5]1CC1C=CC=CC=1.[ClH:18]. The catalyst is CO. The product is [ClH:18].[CH3:1][N:2]([CH3:17])[CH2:3][C@@H:4]1[CH2:9][CH2:8][CH2:7][CH2:6][NH:5]1. The yield is 0.780. (2) The reactants are [CH:1]([NH:4][CH2:5][C:6]1[CH:22]=[CH:21][CH:20]=[CH:19][C:7]=1[O:8][CH2:9][CH2:10][CH2:11][CH2:12][CH2:13][C:14]([O:16][CH2:17][CH3:18])=[O:15])([CH3:3])[CH3:2].[Br:23][C:24]1[CH:32]=[CH:31][C:27]([C:28](O)=[O:29])=[CH:26][CH:25]=1.CN(C(ON1N=NC2C=CC=CC1=2)=[N+](C)C)C.F[P-](F)(F)(F)(F)F.C(N(CC)CC)C. The catalyst is CN(C=O)C.O. The product is [Br:23][C:24]1[CH:32]=[CH:31][C:27]([C:28]([N:4]([CH2:5][C:6]2[CH:22]=[CH:21][CH:20]=[CH:19][C:7]=2[O:8][CH2:9][CH2:10][CH2:11][CH2:12][CH2:13][C:14]([O:16][CH2:17][CH3:18])=[O:15])[CH:1]([CH3:2])[CH3:3])=[O:29])=[CH:26][CH:25]=1. The yield is 0.543. (3) The reactants are [Cl:1][C:2]1[CH:7]=[CH:6][C:5]([NH:8][C:9]2[N:10]=[C:11]([N:16]3[C:20]([CH3:21])=[CH:19][C:18]([CH3:22])=[N:17]3)[C:12]([NH2:15])=[N:13][CH:14]=2)=[CH:4][CH:3]=1.[CH:23](=O)[CH3:24].[Na].C(=O)([O-])O.[Na+]. The catalyst is ClC(Cl)C.ClCCl. The product is [Cl:1][C:2]1[CH:3]=[CH:4][C:5]([NH:8][C:9]2[N:10]=[C:11]([N:16]3[C:20]([CH3:21])=[CH:19][C:18]([CH3:22])=[N:17]3)[C:12]([NH:15][CH2:23][CH3:24])=[N:13][CH:14]=2)=[CH:6][CH:7]=1. The yield is 0.800. (4) The reactants are [Cl:1][C:2]1[CH:11]=[CH:10][C:5]([C:6]([O:8][CH3:9])=[O:7])=[CH:4][C:3]=1[CH3:12].[Br:13]N1C(=O)CCC1=O.C(OOC(=O)C1C=CC=CC=1)(=O)C1C=CC=CC=1. The catalyst is C(Cl)(Cl)(Cl)Cl. The product is [Br:13][CH2:12][C:3]1[CH:4]=[C:5]([CH:10]=[CH:11][C:2]=1[Cl:1])[C:6]([O:8][CH3:9])=[O:7]. The yield is 0.530. (5) The reactants are [Li+].[OH-].[Cl:3][C@H:4]1[C@H:8]([CH2:9][CH2:10][S:11][C:12]2[S:13][CH:14]=[C:15]([C:17]([O:19]CC)=[O:18])[N:16]=2)[C@@H:7]([CH2:22][CH2:23][CH2:24][CH2:25][CH2:26][CH2:27][CH2:28][CH3:29])[C@H:6]([OH:30])[CH2:5]1. No catalyst specified. The product is [Cl:3][C@H:4]1[C@H:8]([CH2:9][CH2:10][S:11][C:12]2[S:13][CH:14]=[C:15]([C:17]([OH:19])=[O:18])[N:16]=2)[C@@H:7]([CH2:22][CH2:23][CH2:24][CH2:25][CH2:26][CH2:27][CH2:28][CH3:29])[C@H:6]([OH:30])[CH2:5]1. The yield is 1.00.